Dataset: Full USPTO retrosynthesis dataset with 1.9M reactions from patents (1976-2016). Task: Predict the reactants needed to synthesize the given product. (1) Given the product [C:1]([C:4]1[C:5](=[O:23])[CH2:6][CH2:7][C:8]2([CH2:19][CH2:20][CH2:21][CH3:22])[C:16]=1[C:15]1[C:10](=[C:11]([Br:26])[C:12]([NH2:18])=[C:13]([F:17])[CH:14]=1)[CH2:9]2)(=[O:3])[CH3:2], predict the reactants needed to synthesize it. The reactants are: [C:1]([C:4]1[C:5](=[O:23])[CH2:6][CH2:7][C:8]2([CH2:19][CH2:20][CH2:21][CH3:22])[C:16]=1[C:15]1[C:10](=[CH:11][C:12]([NH2:18])=[C:13]([F:17])[CH:14]=1)[CH2:9]2)(=[O:3])[CH3:2].N#N.[Br:26]N1C(=O)CCC1=O. (2) Given the product [Cl:1][C:2]1[CH:9]=[C:8]([N:10]([C@H:22]2[CH2:26][CH2:25][N:24]([CH2:27][C:28]3[CH:33]=[CH:32][C:31]([O:34][CH3:35])=[CH:30][CH:29]=3)[CH2:23]2)[CH2:11][C:12]2[CH:17]=[CH:16][CH:15]=[CH:14][C:13]=2[C:18]([F:19])([F:20])[F:21])[CH:7]=[CH:6][C:3]=1[C:4]#[N:5], predict the reactants needed to synthesize it. The reactants are: [Cl:1][C:2]1[CH:9]=[C:8]([N:10]([C@H:22]2[CH2:26][CH2:25][NH:24][CH2:23]2)[CH2:11][C:12]2[CH:17]=[CH:16][CH:15]=[CH:14][C:13]=2[C:18]([F:21])([F:20])[F:19])[CH:7]=[CH:6][C:3]=1[C:4]#[N:5].[CH:27](=O)[C:28]1[CH:33]=[CH:32][C:31]([O:34][CH3:35])=[CH:30][CH:29]=1.